Dataset: Ames mutagenicity test results for genotoxicity prediction. Task: Regression/Classification. Given a drug SMILES string, predict its toxicity properties. Task type varies by dataset: regression for continuous values (e.g., LD50, hERG inhibition percentage) or binary classification for toxic/non-toxic outcomes (e.g., AMES mutagenicity, cardiotoxicity, hepatotoxicity). Dataset: ames. (1) The drug is CCOc1ccc(N=[N+]([O-])c2ccc(OCC)cc2)cc1. The result is 0 (non-mutagenic). (2) The drug is Fc1cc2cccnc2c2ncccc12. The result is 1 (mutagenic). (3) The molecule is Fc1ccc2c3c(ccc2c1)-c1cccc2cccc-3c12. The result is 1 (mutagenic). (4) The compound is Cc1cc(C)c2nsnc2c1N. The result is 1 (mutagenic). (5) The drug is CC(C)c1ccc(OP(=O)(Oc2ccccc2)Oc2ccccc2)cc1. The result is 0 (non-mutagenic).